This data is from Catalyst prediction with 721,799 reactions and 888 catalyst types from USPTO. The task is: Predict which catalyst facilitates the given reaction. Product: [CH2:17]([C:16]1[CH:15]=[C:2]([C:1]([O:8][CH2:9][CH3:10])=[O:7])[NH:22][N:21]=1)[CH3:18]. The catalyst class is: 212. Reactant: [C:1]([O:8][CH2:9][CH3:10])(=[O:7])[C:2](OCC)=O.[O-]CC.[Na+].[CH3:15][C:16](=O)[CH2:17][CH3:18].O.[NH2:21][NH2:22].